Dataset: Forward reaction prediction with 1.9M reactions from USPTO patents (1976-2016). Task: Predict the product of the given reaction. (1) Given the reactants Cl[C:2]1[CH:7]=[C:6]([C:8]#[N:9])[CH:5]=[C:4]([Cl:10])[N:3]=1.[NH:11]1[CH2:16][CH2:15][O:14][CH2:13][CH2:12]1.FC1C=CC(S(N(CC)C(=C)C(NCC2C=CN=C(C3C=CC(OC(F)(F)F)=CC=3)C=2)=O)(=O)=O)=CC=1, predict the reaction product. The product is: [Cl:10][C:4]1[CH:5]=[C:6]([C:8]#[N:9])[CH:7]=[C:2]([N:11]2[CH2:16][CH2:15][O:14][CH2:13][CH2:12]2)[N:3]=1. (2) Given the reactants [CH2:1]([N:3]1[CH2:7][CH2:6][C@H:5]([C:8]([NH:10][CH2:11][C:12]2[CH:17]=[C:16]([F:18])[CH:15]=[CH:14][C:13]=2[S:19]([NH:22][C:23]2[C:32]([C:33]([O:35][CH3:36])=[O:34])=[C:31]3[C:26]([CH:27]4[CH2:37][CH:28]4[CH2:29][O:30]3)=[CH:25][CH:24]=2)(=[O:21])=[O:20])=[O:9])[CH2:4]1)[CH3:2].NCC1C=C(F)C=CC=1S(NC1C(C(OC)=O)=C2C(C3CC3CO2)=CC=1)(=O)=O.C(N1CC[C@@H](C(O)=O)C1)C, predict the reaction product. The product is: [CH2:1]([N:3]1[CH2:7][CH2:6][C@@H:5]([C:8]([NH:10][CH2:11][C:12]2[CH:17]=[C:16]([F:18])[CH:15]=[CH:14][C:13]=2[S:19]([NH:22][C:23]2[C:32]([C:33]([O:35][CH3:36])=[O:34])=[C:31]3[C:26]([CH:27]4[CH2:37][CH:28]4[CH2:29][O:30]3)=[CH:25][CH:24]=2)(=[O:20])=[O:21])=[O:9])[CH2:4]1)[CH3:2]. (3) Given the reactants [Br:1][C:2]1[CH:3]=[C:4]([C:9]#[N:10])[C:5](=[O:8])[NH:6][CH:7]=1.[C:11](=O)([O-])[O-].[Cs+].[Cs+].CI.O, predict the reaction product. The product is: [Br:1][C:2]1[CH:3]=[C:4]([C:9]#[N:10])[C:5](=[O:8])[N:6]([CH3:11])[CH:7]=1.